This data is from Reaction yield outcomes from USPTO patents with 853,638 reactions. The task is: Predict the reaction yield, written as a fraction of the theoretical maximum amount of product (1.0 means a 100% yield; for example, 0.34 means a 34% yield). The reactants are [C:1]1([NH2:8])[CH:6]=[CH:5][CH:4]=[CH:3][C:2]=1[NH2:7].[OH-].[K+].[C:11](O)(=O)[CH3:12]. No catalyst specified. The product is [CH3:11][C:12]1[NH:7][C:2]2[CH:3]=[CH:4][CH:5]=[CH:6][C:1]=2[N:8]=1. The yield is 0.770.